From a dataset of Forward reaction prediction with 1.9M reactions from USPTO patents (1976-2016). Predict the product of the given reaction. (1) The product is: [Br:1][C:2]1[CH:3]=[CH:4][C:5]([C:8]([NH:11][C:12](=[O:13])[O:14][C:15]([CH3:18])([CH3:17])[CH3:16])([CH3:9])[CH3:10])=[N:6][CH:7]=1. Given the reactants [Br:1][C:2]1[CH:3]=[CH:4][C:5]([C:8]([NH2:11])([CH3:10])[CH3:9])=[N:6][CH:7]=1.[C:12](O[C:12]([O:14][C:15]([CH3:18])([CH3:17])[CH3:16])=[O:13])([O:14][C:15]([CH3:18])([CH3:17])[CH3:16])=[O:13], predict the reaction product. (2) Given the reactants [Cl:1][C:2]1[CH:3]=[C:4]([C:8]2[N:9]=[C:10]([NH:16][C:17]3[CH:22]=[C:21]([CH:23](OC)[O:24]C)[C:20]([O:28][CH3:29])=[CH:19][C:18]=3[N+:30]([O-:32])=[O:31])[S:11][C:12]=2[C:13]([NH2:15])=[O:14])[CH:5]=[CH:6][CH:7]=1.Cl, predict the reaction product. The product is: [Cl:1][C:2]1[CH:3]=[C:4]([C:8]2[N:9]=[C:10]([NH:16][C:17]3[CH:22]=[C:21]([CH:23]=[O:24])[C:20]([O:28][CH3:29])=[CH:19][C:18]=3[N+:30]([O-:32])=[O:31])[S:11][C:12]=2[C:13]([NH2:15])=[O:14])[CH:5]=[CH:6][CH:7]=1. (3) Given the reactants [O:1]1[CH2:6][CH2:5][C:4](C(OC)=O)([C:7]([O:9]C)=[O:8])[CH2:3][CH2:2]1.Cl, predict the reaction product. The product is: [O:1]1[CH2:6][CH2:5][CH:4]([C:7]([OH:9])=[O:8])[CH2:3][CH2:2]1.